This data is from Human Reference Interactome with 51,813 positive PPI pairs across 8,248 proteins, plus equal number of experimentally-validated negative pairs. The task is: Binary Classification. Given two protein amino acid sequences, predict whether they physically interact or not. (1) Protein 1 (ENSG00000136492) has sequence MSSMWSEYTIGGVKIYFPYKAYPSQLAMMNSILRGLNSKQHCLLESPTGSGKSLALLCSALAWQQSLSGKPADEGVSEKAEVQLSCCCACHSKDFTNNDMNQGTSRHFNYPSTPPSERNGTSSTCQDSPEKTTLAAKLSAKKQASIYRDENDDFQVEKKRIRPLETTQQIRKRHCFGTEVHNLDAKVDSGKTVKLNSPLEKINSFSPQKPPGHCSRCCCSTKQGNSQESSNTIKKDHTGKSKIPKIYFGTRTHKQIAQITRELRRTAYSGVPMTILSSRDHTCVHPEVVGNFNRNEKCME.... Protein 2 (ENSG00000183048) has sequence MAAEARVSRWYFGGLASCGAACCTHPLDLLKVHLQTQQEVKLRMTGMALRVVRTDGILALYSGLSASLCRQMTYSLTRFAIYETVRDRVAKGSQGPLPFHEKVLLGSVSGLAGGFVGTPADLVNVRMQNDVKLPQGQRRNYAHALDGLYRVAREEGLRRLFSGATMASSRGALVTVGQLSCYDQAKQLVLSTGYLSDNIFTHFVASFIAAAGDEPPPQGGCATFLCQPLDVLKTRLMNSKGEYQGVFHCAVETAKLGPLAFYKGLVPAGIRLIPHTVLTFVFLEQLRKNFGIKVPS*MAA.... Result: 0 (the proteins do not interact). (2) Protein 1 (ENSG00000166183) has sequence XPASRNQRILYTVLECQPLFDSSDMTIAEWVCLAQTIKRHYEQYHGFVVIHGTDTMAFAASMLSFMLENLQKTVILTGAQVPIHALWSDGRENLLGALLMAGQYVIPELLTKDLRGEMTPPSVEERAAARGGHTEAVTMLLQRGVDVNTRDTDGFSPLLLAVRGRHPGVIGLLREAGASLSTQELEEAGTELCRLAYRADLEGLQVWWQAGADLGQPGYDGHSALHVAEAAGNLAVVAFLQSLEGAVGAQAPCPEPSCFQEVLPGV*MARAVGPERRLLAVYTGGTIGMRSELGVLVPGT.... Protein 2 (ENSG00000035664) has sequence MFQASMRSPNMEPFKQQKVEDFYDIGEELGSGQFAIVKKCREKSTGLEYAAKFIKKRQSRASRRGVSREEIEREVSILRQVLHHNVITLHDVYENRTDVVLILELVSGGELFDFLAQKESLSEEEATSFIKQILDGVNYLHTKKIAHFDLKPENIMLLDKNIPIPHIKLIDFGLAHEIEDGVEFKNIFGTPEFVAPEIVNYEPLGLEADMWSIGVITYILLSGASPFLGDTKQETLANITAVSYDFDEEFFSQTSELAKDFIRKLLVKETRKRLTIQEALRHPWITPVDNQQAMVRRESV.... Result: 0 (the proteins do not interact). (3) Protein 1 (ENSG00000196220) has sequence MSSQTKFKKDKEIIAEYEAQIKEIRTQLVEQFKCLEQQSESRLQLLQDLQEFFRRKAEIELEYSRSLEKLAERFSSKIRSSREHQFKKDQYLLSPVNCWYLVLHQTRRESRDHATLNDIFMNNVIVRLSQISEDVIRLFKKSKEIGLQMHEELLKVTNELYTVMKTYHMYHAESISAESKLKEAEKQEEKQFNKSGDLSMNLLRHEDRPQRRSSVKKIEKMKEKRQAKYSENKLKCTKARNDYLLNLAATNAAISKYYIHDVSDLIDCCDLGFHASLARTFRTYLSAEYNLETSRHEGLD.... Protein 2 (ENSG00000110429) has sequence MAAMETETAPLTLESLPTDPLLLILSFLDYRDLINCCYVSRRLSQLSSHDPLWRRHCKKYWLISEEEKTQKNQCWKSLFIDTYSDVGRYIDHYAAIKKAWDDLKKYLEPRCPRMVLSLKEGAREEDLDAVEAQIGCKLPDDYRCSYRIHNGQKLVVPGLLGSMALSNHYRSEDLLDVDTAAGGFQQRQGLKYCLPLTFCIHTGLSQYIAVEAAEGRNKNEVFYQCPDQMARNPAAIDMFIIGATFTDWFTSYVKNVVSGGFPIIRDQIFRYVHDPECVATTGDITVSVSTSFLPELSSVH.... Result: 0 (the proteins do not interact). (4) Protein 1 (ENSG00000081277) has sequence MNHSPLKTALAYECFQDQDNSTLALPSDQKMKTGTSGRQRVQEQVMMTVKRQKSKSSQSSTLSHSNRGSMYDGLADNYNYGTTSRSSYYSKFQAGNGSWGYPIYNGTLKREPDNRRFSSYSQMENWSRHYPRGSCNTTGAGSDICFMQKIKASRSEPDLYCDPRGTLRKGTLGSKGQKTTQNRYSFYSTCSGQKAIKKCPVRPPSCASKQDPVYIPPISCNKDLSFGHSRASSKICSEDIECSGLTIPKAVQYLSSQDEKYQAIGAYYIQHTCFQDESAKQQVYQLGGICKLVDLLRSPN.... Protein 2 (ENSG00000169220) has sequence MPGKPKHLGVPNGRMVLAVSDGELSSTTGPQGQGEGRGSSLSIHSLPSGPSSPFPTEEQPVASWALSFERLLQDPLGLAYFTEFLKKEFSAENVTFWKACERFQQIPASDTQQLAQEARNIYQEFLSSQALSPVNIDRQAWLGEEVLAEPRPDMFRAQQLQIFNLMKFDSYARFVKSPLYRECLLAEAEGRPLREPGSSRLGSPDATRKKPKLKPGKSLPLGVEELGQLPPVEGPGGRPLRKSFRRELGGTANAALRRESQGSLNSSASLDLGFLAFVSSKSESHRKSLGSTEGESESRP.... Result: 0 (the proteins do not interact). (5) Protein 1 (ENSG00000134313) has sequence MSVLISQSVINYVEEENIPALKALLEKCKDVDERNECGQTPLMIAAEQGNLEIVKELIKNGANCNLEDLDNWTALISASKEGHVHIVEELLKCGVNLEHRDMGGWTALMWACYKGRTDVVELLLSHGANPSVTGLYSVYPIIWAAGRGHADIVHLLLQNGAKVNCSDKYGTTPLVWAARKGHLECVKHLLAMGADVDQEGANSMTALIVAVKGGYTQSVKEILKRNPNVNLTDKDGNTALMIASKEGHTEIVQDLLDAGTYVNIPDRSGDTVLIGAVRGGHVEIVRALLQKYADIDIRGQ.... Protein 2 (ENSG00000187860) has sequence MAHLLGSQACMESLRTDLTDLQGAIVDVFSRAGPVRFPSWKFPDRMACDLDMVALLEHYDHVPGDPEFTQLSHAVLLELVIDRLLLLLQSCMSYLENLGSEQMMPPAQAAGPCMSVGLTVRRFWDSLLRLGTLHQQPLPQKGANQRETPTSKPTTKGEPARSPEYLTTKLIKPSSPVLGLPQTCQEPESIPVRASLQFPATTFKNTRSVHSQTIETALVPCDACASVQGSLQKVGKVVISLCQSQNLPSSLGQFQQLVQDSMGLRPLPAATVGRWAAEQRKDLTRLSKHVEALRAQLEEA.... Result: 0 (the proteins do not interact). (6) Protein 1 (ENSG00000185869) has sequence MPHSPLISIPHVWCHPEEEERMHDELLQAVSKGPVMFRDVSIDFSQEEWECLDADQMNLYKEVMLENFSNLVSVGLSNSKPAVISLLEQGKEPWMVDRELTRGLCSDLESMCETKILSLKKRHFSQVIITREDMSTFIQPTFLIPPQKTMSEEKPWECKICGKTFNQNSQFIQHQRIHFGEKHYESKEYGKSFSRGSLVTRHQRIHTGKKPYECKECGKAFSCSSYFSQHQRIHTGEKPYECKECGKAFKYCSNLNDHQRIHTGEKPYECKVCGKAFTKSSQLFLHLRIHTGEKPYECKE.... Protein 2 (ENSG00000115484) has sequence MPENVAPRSGATAGAAGGRGKGAYQDRDKPAQIRFSNISAAKAVADAIRTSLGPKGMDKMIQDGKGDVTITNDGATILKQMQVLHPAARMLVELSKAQDIEAGDGTTSVVIIAGSLLDSCTKLLQKGIHPTIISESFQKALEKGIEILTDMSRPVELSDRETLLNSATTSLNSKVVSQYSSLLSPMSVNAVMKVIDPATATSVDLRDIKIVKKLGGTIDDCELVEGLVLTQKVSNSGITRVEKAKIGLIQFCLSAPKTDMDNQIVVSDYAQMDRVLREERAYILNLVKQIKKTGCNVLLI.... Result: 0 (the proteins do not interact).